From a dataset of Catalyst prediction with 721,799 reactions and 888 catalyst types from USPTO. Predict which catalyst facilitates the given reaction. (1) Reactant: C([O:5][C:6](=[O:21])[CH2:7][N:8]1[C:12]2=[CH:13][N:14]=[C:15]([CH3:17])[CH:16]=[C:11]2[C:10]([C:18](=[O:20])[CH3:19])=[N:9]1)(C)(C)C.C(O)(C(F)(F)F)=O. Product: [C:18]([C:10]1[C:11]2[C:12](=[CH:13][N:14]=[C:15]([CH3:17])[CH:16]=2)[N:8]([CH2:7][C:6]([OH:21])=[O:5])[N:9]=1)(=[O:20])[CH3:19]. The catalyst class is: 2. (2) Product: [Br:1][C:2]1[CH:7]=[CH:6][C:5]([N+:8]([O-:10])=[O:9])=[C:4]([CH:3]=1)[NH:20][CH2:19][C:15]1[CH:16]=[N:17][CH:18]=[C:13]([F:12])[CH:14]=1. The catalyst class is: 42. Reactant: [Br:1][C:2]1[CH:7]=[CH:6][C:5]([N+:8]([O-:10])=[O:9])=[C:4](F)[CH:3]=1.[F:12][C:13]1[CH:14]=[C:15]([CH2:19][NH2:20])[CH:16]=[N:17][CH:18]=1.C(=O)([O-])[O-].[K+].[K+]. (3) Reactant: [NH2:1][C:2]1[C:3](/[CH:9]=[CH:10]/[C:11]([O:13]CC)=O)=[N:4][CH:5]=[C:6]([F:8])[CH:7]=1.C[O-].[Na+].CO. Product: [F:8][C:6]1[CH:7]=[C:2]2[C:3]([CH:9]=[CH:10][C:11](=[O:13])[NH:1]2)=[N:4][CH:5]=1. The catalyst class is: 5.